The task is: Predict the product of the given reaction.. This data is from Forward reaction prediction with 1.9M reactions from USPTO patents (1976-2016). Given the reactants [NH2:1][C:2]1[CH:7]=[C:6]([C:8]([F:11])([F:10])[F:9])[CH:5]=[CH:4][C:3]=1[C:12](=O)[CH3:13].Cl.[Li+].[OH-].C[CH2:19][O:20][C:21]([CH3:23])=[O:22].CCCCCC.[CH3:30][CH2:31][O:32][C:33](C)=O, predict the reaction product. The product is: [CH3:19][O:20][C:21]([C:23]1[C:30]([CH2:31][O:32][CH3:33])=[N:1][C:2]2[C:3]([C:12]=1[CH3:13])=[CH:4][CH:5]=[C:6]([C:8]([F:11])([F:10])[F:9])[CH:7]=2)=[O:22].